Dataset: Catalyst prediction with 721,799 reactions and 888 catalyst types from USPTO. Task: Predict which catalyst facilitates the given reaction. Product: [Cl:1][C:2]1[C:3]2[CH:10]=[CH:9][N:8]([C@H:11]3[C@:15]([C:17]#[CH:18])([OH:16])[C@H:14]([OH:19])[C@@H:13]([CH2:29][OH:30])[O:12]3)[C:4]=2[N:5]=[CH:6][N:7]=1. The catalyst class is: 2. Reactant: [Cl:1][C:2]1[C:3]2[CH:10]=[CH:9][N:8]([C@H:11]3[C@:15]([C:17]#[CH:18])([OH:16])[C@H:14]([O:19]CC4C=CC(Cl)=CC=4Cl)[C@@H:13]([CH2:29][O:30]CC4C=CC(Cl)=CC=4Cl)[O:12]3)[C:4]=2[N:5]=[CH:6][N:7]=1.B(Cl)(Cl)Cl.